This data is from Full USPTO retrosynthesis dataset with 1.9M reactions from patents (1976-2016). The task is: Predict the reactants needed to synthesize the given product. (1) Given the product [CH3:22][C:5]([O:14][C:15]1[CH:16]=[C:17]([CH3:21])[CH:18]=[CH:19][CH:20]=1)([CH2:6][C:7]1[CH:12]=[CH:11][C:10]([O:13][CH2:36][CH2:35][C:26]2[N:27]=[C:28]([C:30]3[S:31][CH:32]=[CH:33][CH:34]=3)[O:29][C:25]=2[CH3:24])=[CH:9][CH:8]=1)[C:4]([OH:3])=[O:23], predict the reactants needed to synthesize it. The reactants are: C([O:3][C:4](=[O:23])[C:5]([CH3:22])([O:14][C:15]1[CH:16]=[C:17]([CH3:21])[CH:18]=[CH:19][CH:20]=1)[CH2:6][C:7]1[CH:12]=[CH:11][C:10]([OH:13])=[CH:9][CH:8]=1)C.[CH3:24][C:25]1[O:29][C:28]([C:30]2[S:31][CH:32]=[CH:33][CH:34]=2)=[N:27][C:26]=1[CH2:35][CH2:36]OS(C1C=CC(C)=CC=1)(=O)=O. (2) Given the product [N+:2]([C:5]1[CH:6]=[C:7]([CH:11]=[CH:12][CH:13]=1)[CH2:8][CH2:9][NH:10][S:22]([CH3:21])(=[O:24])=[O:23])([O-:4])=[O:3], predict the reactants needed to synthesize it. The reactants are: Cl.[N+:2]([C:5]1[CH:6]=[C:7]([CH:11]=[CH:12][CH:13]=1)[CH2:8][CH2:9][NH2:10])([O-:4])=[O:3].CCN(CC)CC.[CH3:21][S:22](Cl)(=[O:24])=[O:23].